From a dataset of Full USPTO retrosynthesis dataset with 1.9M reactions from patents (1976-2016). Predict the reactants needed to synthesize the given product. (1) Given the product [CH2:30]([O:29][N:25]1[C:26](=[O:28])[CH2:27][C@@H:23]([NH:22][S:15]([N:12]2[CH2:13][CH2:14][N:9]([C:6]3[CH:7]=[CH:8][C:3]([C:2]([F:20])([F:19])[F:1])=[CH:4][CH:5]=3)[CH2:10][CH2:11]2)(=[O:17])=[O:16])[C:24]1=[O:37])[C:31]1[CH:32]=[CH:33][CH:34]=[CH:35][CH:36]=1, predict the reactants needed to synthesize it. The reactants are: [F:1][C:2]([F:20])([F:19])[C:3]1[CH:8]=[CH:7][C:6]([N:9]2[CH2:14][CH2:13][N:12]([S:15](Cl)(=[O:17])=[O:16])[CH2:11][CH2:10]2)=[CH:5][CH:4]=1.Cl.[NH2:22][C@@H:23]1[CH2:27][C:26](=[O:28])[N:25]([O:29][CH2:30][C:31]2[CH:36]=[CH:35][CH:34]=[CH:33][CH:32]=2)[C:24]1=[O:37].CCN(CC)CC.S(Cl)(Cl)(=O)=O. (2) Given the product [Cl:1][C:2]1[CH:3]=[CH:4][C:5]([N:11]2[CH:15]=[N:14][N:13]=[N:12]2)=[C:6]([CH:10]=1)[C:7]([N:51]([O:52][CH3:53])[CH3:50])=[O:9], predict the reactants needed to synthesize it. The reactants are: [Cl:1][C:2]1[CH:3]=[CH:4][C:5]([N:11]2[CH:15]=[N:14][N:13]=[N:12]2)=[C:6]([CH:10]=1)[C:7]([OH:9])=O.C1CN([P+](ON2N=NC3C=CC=CC2=3)(N2CCCC2)N2CCCC2)CC1.F[P-](F)(F)(F)(F)F.Cl.[CH3:50][NH:51][O:52][CH3:53].C(N(CC)C(C)C)(C)C. (3) Given the product [Cl:1][C:2]1[CH:7]=[CH:6][C:5]([S:8]([C:11]2[CH:12]=[CH:13][C:14]([CH3:21])=[C:15]([S:17]([NH:22][CH2:23][CH2:24][N:25]3[CH2:30][CH2:29][O:28][CH2:27][CH2:26]3)(=[O:19])=[O:18])[CH:16]=2)(=[O:10])=[O:9])=[CH:4][CH:3]=1, predict the reactants needed to synthesize it. The reactants are: [Cl:1][C:2]1[CH:7]=[CH:6][C:5]([S:8]([C:11]2[CH:12]=[CH:13][C:14]([CH3:21])=[C:15]([S:17](Cl)(=[O:19])=[O:18])[CH:16]=2)(=[O:10])=[O:9])=[CH:4][CH:3]=1.[NH2:22][CH2:23][CH2:24][N:25]1[CH2:30][CH2:29][O:28][CH2:27][CH2:26]1. (4) Given the product [NH2:16][CH:11]([CH:8]1[CH2:7][CH2:6][C:5]2([O:1][CH2:2][CH2:3][O:4]2)[CH2:10][CH2:9]1)[C:12]([O:14][CH3:15])=[O:13], predict the reactants needed to synthesize it. The reactants are: [O:1]1[C:5]2([CH2:10][CH2:9][C:8](=[C:11]([NH:16]C(OCC3C=CC=CC=3)=O)[C:12]([O:14][CH3:15])=[O:13])[CH2:7][CH2:6]2)[O:4][CH2:3][CH2:2]1. (5) Given the product [O:1]1[CH:5]=[CH:4][CH:3]=[C:2]1[C:6]1[C:11]([C:12]2[CH:17]=[CH:16][N:15]=[CH:14][CH:13]=2)=[CH:10][C:9]([NH2:18])=[C:8]([NH2:21])[N:7]=1, predict the reactants needed to synthesize it. The reactants are: [O:1]1[CH:5]=[CH:4][CH:3]=[C:2]1[C:6]1[C:11]([C:12]2[CH:17]=[CH:16][N:15]=[CH:14][CH:13]=2)=[CH:10][C:9]([N+:18]([O-])=O)=[C:8]([NH2:21])[N:7]=1. (6) The reactants are: Br[C:2]1[CH:7]=[CH:6][C:5]([C:8]2[N:12]=[C:11]([CH:13]3[CH2:18][CH2:17][CH2:16][CH2:15][CH2:14]3)[N:10]([CH3:19])[N:9]=2)=[CH:4][CH:3]=1.[Cu][C:21]#[N:22]. Given the product [CH:13]1([C:11]2[N:10]([CH3:19])[N:9]=[C:8]([C:5]3[CH:6]=[CH:7][C:2]([C:21]#[N:22])=[CH:3][CH:4]=3)[N:12]=2)[CH2:18][CH2:17][CH2:16][CH2:15][CH2:14]1, predict the reactants needed to synthesize it. (7) Given the product [F:1][C@H:2]1[C@@H:7]([O:8][S:27]([CH3:26])(=[O:29])=[O:28])[CH2:6][CH2:5][N:4]([C:9]([O:11][CH2:12][C:13]2[CH:18]=[CH:17][CH:16]=[CH:15][CH:14]=2)=[O:10])[CH2:3]1, predict the reactants needed to synthesize it. The reactants are: [F:1][C@H:2]1[C@@H:7]([OH:8])[CH2:6][CH2:5][N:4]([C:9]([O:11][CH2:12][C:13]2[CH:18]=[CH:17][CH:16]=[CH:15][CH:14]=2)=[O:10])[CH2:3]1.C(N(CC)CC)C.[CH3:26][S:27](Cl)(=[O:29])=[O:28].